From a dataset of Reaction yield outcomes from USPTO patents with 853,638 reactions. Predict the reaction yield, written as a fraction of the theoretical maximum amount of product (1.0 means a 100% yield; for example, 0.34 means a 34% yield). (1) The reactants are [H-].[Na+].[CH3:3][CH2:4][O:5][C:6]([CH:8]([C:16]([O:18][CH2:19][CH3:20])=[O:17])[CH2:9][C:10]1[CH:15]=[CH:14][CH:13]=[CH:12][CH:11]=1)=[O:7].Cl.[CH2:22]([C:26]1[N:27]([CH2:33][C:34]2[CH:39]=[CH:38][CH:37]=[CH:36][C:35]=2[Cl:40])[C:28](CCl)=[CH:29][N:30]=1)[CH2:23][CH2:24][CH3:25]. The catalyst is CN(C)C=O. The product is [CH2:22]([C:26]1[N:27]([CH2:33][C:34]2[CH:39]=[CH:38][CH:37]=[CH:36][C:35]=2[Cl:40])[C:28]([C:8]([CH2:9][C:10]2[CH:15]=[CH:14][CH:13]=[CH:12][CH:11]=2)([C:6]([O:5][CH2:4][CH3:3])=[O:7])[C:16]([O:18][CH2:19][CH3:20])=[O:17])=[CH:29][N:30]=1)[CH2:23][CH2:24][CH3:25]. The yield is 0.850. (2) The reactants are [Cl-].O[NH3+:3].[C:4](=[O:7])([O-])[OH:5].[Na+].CS(C)=O.[CH3:13][C:14]1[CH:47]=[C:17]2[N:18]([CH:41]3[CH2:46][CH2:45][O:44][CH2:43][CH2:42]3)[C:19](=[O:40])[C:20]([CH2:25][C:26]3[CH:31]=[CH:30][C:29]([C:32]4[C:33]([C:38]#[N:39])=[CH:34][CH:35]=[CH:36][CH:37]=4)=[CH:28][CH:27]=3)=[C:21]([CH2:22][CH2:23][CH3:24])[N:16]2[N:15]=1. The catalyst is C(OCC)(=O)C. The product is [CH3:13][C:14]1[CH:47]=[C:17]2[N:18]([CH:41]3[CH2:42][CH2:43][O:44][CH2:45][CH2:46]3)[C:19](=[O:40])[C:20]([CH2:25][C:26]3[CH:27]=[CH:28][C:29]([C:32]4[CH:37]=[CH:36][CH:35]=[CH:34][C:33]=4[C:38]4[NH:3][C:4](=[O:7])[O:5][N:39]=4)=[CH:30][CH:31]=3)=[C:21]([CH2:22][CH2:23][CH3:24])[N:16]2[N:15]=1. The yield is 0.470. (3) The reactants are [F:1][C:2]1[CH:8]=[C:7]([F:9])[CH:6]=[CH:5][C:3]=1[NH2:4].N1C=CC=CC=1.Cl[C:17]([O:19][C:20]1[CH:25]=[CH:24][CH:23]=[CH:22][CH:21]=1)=[O:18].O. The catalyst is O1CCCC1.C(OCC)(=O)C. The product is [F:1][C:2]1[CH:8]=[C:7]([F:9])[CH:6]=[CH:5][C:3]=1[NH:4][C:17](=[O:18])[O:19][C:20]1[CH:25]=[CH:24][CH:23]=[CH:22][CH:21]=1. The yield is 0.858. (4) The reactants are [Br:1][C:2]1[CH:3]=[C:4]([C:8]2[N:9]=[N:10][NH:11][N:12]=2)[CH:5]=[CH:6][CH:7]=1.[C:13]([O:17][C:18](=[O:29])[CH2:19][O:20][C:21]1[CH:26]=[CH:25][C:24]([CH2:27]Br)=[CH:23][CH:22]=1)([CH3:16])([CH3:15])[CH3:14]. No catalyst specified. The product is [C:13]([O:17][C:18](=[O:29])[CH2:19][O:20][C:21]1[CH:26]=[CH:25][C:24]([CH2:27][N:10]2[N:11]=[N:12][C:8]([C:4]3[CH:5]=[CH:6][CH:7]=[C:2]([Br:1])[CH:3]=3)=[N:9]2)=[CH:23][CH:22]=1)([CH3:16])([CH3:15])[CH3:14]. The yield is 0.846. (5) The reactants are [NH2:1][C:2]1[N:7]=[CH:6][C:5]([O:8][C:9]2[CH:10]=[CH:11][C:12]3[N:13]([CH:15]=[C:16]([NH:18][C:19]([CH:21]4[CH2:23][CH2:22]4)=[O:20])[N:17]=3)[CH:14]=2)=[CH:4][CH:3]=1.[F:24][C:25]1[CH:30]=[CH:29][C:28]([C:31]2[C:32]([CH3:41])=[CH:33][CH:34]=[C:35]([C:38](O)=[O:39])[N+:36]=2[O-:37])=[CH:27][CH:26]=1.C(N(CC)C(C)C)(C)C.CN(C(ON1N=NC2C=CC=NC1=2)=[N+](C)C)C.F[P-](F)(F)(F)(F)F.C(=O)([O-])O.[Na+]. The catalyst is CN(C)C=O.O1CCCC1.C(OCC)(=O)C. The product is [CH:21]1([C:19]([NH:18][C:16]2[N:17]=[C:12]3[CH:11]=[CH:10][C:9]([O:8][C:5]4[CH:4]=[CH:3][C:2]([NH:1][C:38]([C:35]5[N+:36]([O-:37])=[C:31]([C:28]6[CH:29]=[CH:30][C:25]([F:24])=[CH:26][CH:27]=6)[C:32]([CH3:41])=[CH:33][CH:34]=5)=[O:39])=[N:7][CH:6]=4)=[CH:14][N:13]3[CH:15]=2)=[O:20])[CH2:22][CH2:23]1. The yield is 0.800. (6) The reactants are [C:1]1([CH3:11])[CH:6]=[CH:5][C:4]([S:7](Cl)(=[O:9])=[O:8])=[CH:3][CH:2]=1.[N:12]1[CH:17]=[CH:16][CH:15]=[C:14](/[CH:18]=[CH:19]/[CH2:20][C@@H:21]([OH:23])[CH3:22])[CH:13]=1.C([O-])(O)=O.[Na+]. The catalyst is C(N(CC)CC)C. The product is [C:1]1([CH3:11])[CH:6]=[CH:5][C:4]([S:7]([O:23][C@H:21]([CH2:20]/[CH:19]=[CH:18]/[C:14]2[CH:13]=[N:12][CH:17]=[CH:16][CH:15]=2)[CH3:22])(=[O:9])=[O:8])=[CH:3][CH:2]=1. The yield is 0.686.